Dataset: Reaction yield outcomes from USPTO patents with 853,638 reactions. Task: Predict the reaction yield, written as a fraction of the theoretical maximum amount of product (1.0 means a 100% yield; for example, 0.34 means a 34% yield). (1) The reactants are [OH-].[Na+].C[O:4][C:5](=[O:40])[CH2:6][C:7]1[CH:8]=[N:9][CH:10]=[C:11]([C:13]2[CH:18]=[CH:17][C:16]([C:19]([CH2:38][CH3:39])([C:22]3[CH:27]=[CH:26][C:25]([CH2:28][CH2:29][C:30]4([OH:36])[CH2:35][CH2:34][CH2:33][CH2:32][CH2:31]4)=[C:24]([CH3:37])[CH:23]=3)[CH2:20][CH3:21])=[CH:15][CH:14]=2)[CH:12]=1.[Cl-].[NH4+]. The catalyst is CO. The product is [CH2:20]([C:19]([C:16]1[CH:15]=[CH:14][C:13]([C:11]2[CH:12]=[C:7]([CH2:6][C:5]([OH:40])=[O:4])[CH:8]=[N:9][CH:10]=2)=[CH:18][CH:17]=1)([C:22]1[CH:27]=[CH:26][C:25]([CH2:28][CH2:29][C:30]2([OH:36])[CH2:31][CH2:32][CH2:33][CH2:34][CH2:35]2)=[C:24]([CH3:37])[CH:23]=1)[CH2:38][CH3:39])[CH3:21]. The yield is 0.640. (2) The reactants are C([O:3][C:4]([C:6]1[NH:7][C:8]([CH:12]=[O:13])=[C:9]([CH3:11])[CH:10]=1)=[O:5])C.[OH-].[K+]. The catalyst is O.C(O)C. The product is [CH:12]([C:8]1[NH:7][C:6]([C:4]([OH:5])=[O:3])=[CH:10][C:9]=1[CH3:11])=[O:13]. The yield is 0.680.